From a dataset of Full USPTO retrosynthesis dataset with 1.9M reactions from patents (1976-2016). Predict the reactants needed to synthesize the given product. (1) Given the product [CH2:26]([O:28][CH2:29][CH2:30][C:31]1[N:34]=[C:23]([CH:11]2[CH2:10][CH:9]([C:6]3[CH:5]=[CH:4][C:3]([CH2:1][CH3:2])=[CH:8][CH:7]=3)[CH2:14][N:13]([C:15]([N:17]3[CH2:22][CH2:21][S:20][CH2:19][CH2:18]3)=[O:16])[CH2:12]2)[O:25][N:32]=1)[CH3:27], predict the reactants needed to synthesize it. The reactants are: [CH2:1]([C:3]1[CH:8]=[CH:7][C:6]([CH:9]2[CH2:14][N:13]([C:15]([N:17]3[CH2:22][CH2:21][S:20][CH2:19][CH2:18]3)=[O:16])[CH2:12][CH:11]([C:23]([OH:25])=O)[CH2:10]2)=[CH:5][CH:4]=1)[CH3:2].[CH2:26]([O:28][CH2:29][CH2:30][C:31](=[NH:34])[NH:32]O)[CH3:27]. (2) Given the product [CH:35]([NH:34][C:23](=[O:25])[C:22]1[CH:26]=[CH:27][C:19]([N:16]2[CH2:15][CH2:14][N:13]([CH2:12][C:9]3[CH:10]=[N:11][C:5]4[N:4]5[CH2:28][CH2:29][CH2:30][CH2:31][C@H:3]5[C:2](=[O:1])[NH:7][C:6]=4[CH:8]=3)[CH2:18][CH2:17]2)=[N:20][CH:21]=1)([CH3:37])[CH3:36], predict the reactants needed to synthesize it. The reactants are: [O:1]=[C:2]1[NH:7][C:6]2[CH:8]=[C:9]([CH2:12][N:13]3[CH2:18][CH2:17][N:16]([C:19]4[CH:27]=[CH:26][C:22]([C:23]([OH:25])=O)=[CH:21][N:20]=4)[CH2:15][CH2:14]3)[CH:10]=[N:11][C:5]=2[N:4]2[CH2:28][CH2:29][CH2:30][CH2:31][C@@H:3]12.C([N:34](C(C)C)[CH:35]([CH3:37])[CH3:36])C.CC(N)C.